Dataset: Forward reaction prediction with 1.9M reactions from USPTO patents (1976-2016). Task: Predict the product of the given reaction. (1) Given the reactants [CH2:1]([O:3][P:4]([CH2:9][C:10]1[CH:15]=[C:14]([O:16][CH3:17])[C:13]([N+:18]([O-])=O)=[CH:12][C:11]=1[Cl:21])(=[O:8])[O:5][CH2:6][CH3:7])[CH3:2].C([O-])([O-])=O.[Na+].[Na+], predict the reaction product. The product is: [CH2:1]([O:3][P:4]([CH2:9][C:10]1[CH:15]=[C:14]([O:16][CH3:17])[C:13]([NH2:18])=[CH:12][C:11]=1[Cl:21])(=[O:8])[O:5][CH2:6][CH3:7])[CH3:2]. (2) Given the reactants [Cl:1][C:2]1[CH:28]=[CH:27][C:5]([CH2:6][N:7]2[C:12](=[O:13])[C:11]([CH2:14]O)=[N:10][N:9]([C:16]3[CH:17]=[C:18]([NH:22][C:23](=[O:25])[CH3:24])[CH:19]=[CH:20][CH:21]=3)[C:8]2=[O:26])=[CH:4][CH:3]=1.P(Br)(Br)[Br:30], predict the reaction product. The product is: [Cl:1][C:2]1[CH:28]=[CH:27][C:5]([CH2:6][N:7]2[C:12](=[O:13])[C:11]([CH2:14][Br:30])=[N:10][N:9]([C:16]3[CH:17]=[C:18]([NH:22][C:23](=[O:25])[CH3:24])[CH:19]=[CH:20][CH:21]=3)[C:8]2=[O:26])=[CH:4][CH:3]=1. (3) Given the reactants [F:1][C:2]1([F:24])[CH2:4][C@@H:3]1[CH2:5][N:6]1[CH2:11][CH2:10][N:9]2[N:12]=[C:13]([CH2:15]OC3C=CC=CC=3)[CH:14]=[C:8]2[C:7]1=[O:23].B(Br)(Br)[Br:26], predict the reaction product. The product is: [Br:26][CH2:15][C:13]1[CH:14]=[C:8]2[C:7](=[O:23])[N:6]([CH2:5][C@H:3]3[CH2:4][C:2]3([F:24])[F:1])[CH2:11][CH2:10][N:9]2[N:12]=1.